From a dataset of Orexin1 receptor HTS with 218,158 compounds and 233 confirmed actives. Binary Classification. Given a drug SMILES string, predict its activity (active/inactive) in a high-throughput screening assay against a specified biological target. The compound is O=C(NCc1n(nnn1)c1ccc(OC)cc1)c1cc2c(cc1)cccc2. The result is 0 (inactive).